Dataset: NCI-60 drug combinations with 297,098 pairs across 59 cell lines. Task: Regression. Given two drug SMILES strings and cell line genomic features, predict the synergy score measuring deviation from expected non-interaction effect. (1) Drug 1: CC1=C(C=C(C=C1)C(=O)NC2=CC(=CC(=C2)C(F)(F)F)N3C=C(N=C3)C)NC4=NC=CC(=N4)C5=CN=CC=C5. Drug 2: CC1=C2C(C(=O)C3(C(CC4C(C3C(C(C2(C)C)(CC1OC(=O)C(C(C5=CC=CC=C5)NC(=O)C6=CC=CC=C6)O)O)OC(=O)C7=CC=CC=C7)(CO4)OC(=O)C)O)C)OC(=O)C. Cell line: HCC-2998. Synergy scores: CSS=17.4, Synergy_ZIP=12.3, Synergy_Bliss=12.6, Synergy_Loewe=-4.55, Synergy_HSA=11.2. (2) Drug 1: C1CC(=O)NC(=O)C1N2CC3=C(C2=O)C=CC=C3N. Drug 2: COC1=NC(=NC2=C1N=CN2C3C(C(C(O3)CO)O)O)N. Cell line: SK-MEL-2. Synergy scores: CSS=-7.76, Synergy_ZIP=5.40, Synergy_Bliss=-0.925, Synergy_Loewe=-6.21, Synergy_HSA=-7.52. (3) Drug 1: COC1=CC(=CC(=C1O)OC)C2C3C(COC3=O)C(C4=CC5=C(C=C24)OCO5)OC6C(C(C7C(O6)COC(O7)C8=CC=CS8)O)O. Drug 2: CC1=C(C=C(C=C1)C(=O)NC2=CC(=CC(=C2)C(F)(F)F)N3C=C(N=C3)C)NC4=NC=CC(=N4)C5=CN=CC=C5. Cell line: UACC62. Synergy scores: CSS=39.9, Synergy_ZIP=0.593, Synergy_Bliss=4.11, Synergy_Loewe=3.81, Synergy_HSA=5.14. (4) Drug 1: C1=NC2=C(N1)C(=S)N=C(N2)N. Drug 2: CC1=C(N=C(N=C1N)C(CC(=O)N)NCC(C(=O)N)N)C(=O)NC(C(C2=CN=CN2)OC3C(C(C(C(O3)CO)O)O)OC4C(C(C(C(O4)CO)O)OC(=O)N)O)C(=O)NC(C)C(C(C)C(=O)NC(C(C)O)C(=O)NCCC5=NC(=CS5)C6=NC(=CS6)C(=O)NCCC[S+](C)C)O. Cell line: KM12. Synergy scores: CSS=39.8, Synergy_ZIP=-11.1, Synergy_Bliss=-10.2, Synergy_Loewe=-0.147, Synergy_HSA=0.0933. (5) Drug 1: C1=NC2=C(N1)C(=S)N=CN2. Drug 2: C1CC(=O)NC(=O)C1N2C(=O)C3=CC=CC=C3C2=O. Cell line: SK-MEL-5. Synergy scores: CSS=17.2, Synergy_ZIP=-3.97, Synergy_Bliss=3.57, Synergy_Loewe=-15.3, Synergy_HSA=1.14.